From a dataset of Forward reaction prediction with 1.9M reactions from USPTO patents (1976-2016). Predict the product of the given reaction. (1) The product is: [CH2:9]([N:14]1[CH:13]=[C:12]2[C:7](=[CH:8][CH:9]([C:23]3[CH:24]=[CH:25][C:26]([O:29][C:30]([F:32])([F:33])[F:31])=[CH:27][CH:28]=3)[C:10](=[O:22])[NH:11]2)[C:6]([OH:34])=[C:5]1[C:3]([NH:35][CH2:36][CH2:37][C:38]([OH:40])=[O:39])=[O:4])[C:23]1[CH:28]=[CH:27][CH:26]=[CH:25][CH:24]=1. Given the reactants CO[C:3]([C:5]1[C:6]([OH:34])=[C:7]2[C:12](=[CH:13][N:14]=1)[N:11](CC1C=CC=CC=1)[C:10](=[O:22])[C:9]([C:23]1[CH:28]=[CH:27][C:26]([O:29][C:30]([F:33])([F:32])[F:31])=[CH:25][CH:24]=1)=[CH:8]2)=[O:4].[NH2:35][CH2:36][CH2:37][C:38]([OH:40])=[O:39].C[O-].[Na+], predict the reaction product. (2) Given the reactants [CH3:1][C:2]1([CH3:10])[CH2:7][CH2:6][CH2:5][CH:4]([CH3:8])[C:3]1=[O:9].C([N-]C(C)C)(C)C.[Li+].CN(C)P(N(C)C)(N(C)C)=O.Br[CH2:31][C:32]([O:34][CH2:35][CH3:36])=[O:33].[Cl-].[NH4+], predict the reaction product. The product is: [CH3:8][C:4]1([CH2:31][C:32]([O:34][CH2:35][CH3:36])=[O:33])[CH2:5][CH2:6][CH2:7][C:2]([CH3:10])([CH3:1])[C:3]1=[O:9]. (3) Given the reactants CS([O:5][CH:6]1[CH2:9][N:8]([C:10]2[N:19]=[CH:18][C:17]([C:20]([F:23])([F:22])[F:21])=[CH:16][C:11]=2[C:12]([O:14]C)=[O:13])[CH2:7]1)(=O)=O.[Cl:24][C:25]1[CH:30]=[CH:29][C:28](O)=[CH:27][CH:26]=1, predict the reaction product. The product is: [Cl:24][C:25]1[CH:30]=[CH:29][C:28]([O:5][CH:6]2[CH2:9][N:8]([C:10]3[N:19]=[CH:18][C:17]([C:20]([F:23])([F:22])[F:21])=[CH:16][C:11]=3[C:12]([OH:14])=[O:13])[CH2:7]2)=[CH:27][CH:26]=1. (4) Given the reactants [Cl:1][C:2]1[C:3](I)=[C:4]2[C:9](=[CH:10][CH:11]=1)[O:8][CH:7]([C:12]([F:15])([F:14])[F:13])[C:6]([C:16]([O:18]CC)=[O:17])=[CH:5]2.C(=O)([O-])[O-].[K+].[K+].[CH2:28](B(CC)CC)[CH3:29], predict the reaction product. The product is: [Cl:1][C:2]1[C:3]([CH2:28][CH3:29])=[C:4]2[C:9](=[CH:10][CH:11]=1)[O:8][CH:7]([C:12]([F:13])([F:14])[F:15])[C:6]([C:16]([OH:18])=[O:17])=[CH:5]2. (5) The product is: [CH2:1]([O:3][C:4]1[CH:5]=[CH:6][C:7]([C:8]([NH:10][CH2:11][CH2:12][NH:13][C:14]([C:16]2[C:17]([C:21]([F:22])([F:23])[F:24])=[N:18][N:19]([CH:31]3[CH2:30][CH2:29][CH2:28][CH2:27][CH:32]3[OH:33])[CH:20]=2)=[O:15])=[O:9])=[CH:25][CH:26]=1)[CH3:2]. Given the reactants [CH2:1]([O:3][C:4]1[CH:26]=[CH:25][C:7]([C:8]([NH:10][CH2:11][CH2:12][NH:13][C:14]([C:16]2[C:17]([C:21]([F:24])([F:23])[F:22])=[N:18][NH:19][CH:20]=2)=[O:15])=[O:9])=[CH:6][CH:5]=1)[CH3:2].[CH:27]12[O:33][CH:32]1[CH2:31][CH2:30][CH2:29][CH2:28]2.C(=O)([O-])[O-].[Cs+].[Cs+], predict the reaction product.